This data is from Forward reaction prediction with 1.9M reactions from USPTO patents (1976-2016). The task is: Predict the product of the given reaction. The product is: [N:15]1[NH:16][N:17]=[N:18][C:14]=1[CH:11]1[CH2:12][CH2:13][N:8]([C:1]([O:3][C:4]([CH3:7])([CH3:6])[CH3:5])=[O:2])[CH2:9][CH2:10]1. Given the reactants [C:1]([N:8]1[CH2:13][CH2:12][CH:11]([C:14]#[N:15])[CH2:10][CH2:9]1)([O:3][C:4]([CH3:7])([CH3:6])[CH3:5])=[O:2].[N-:16]=[N+:17]=[N-:18].[Na+].[Cl-].[NH4+].Cl, predict the reaction product.